This data is from Reaction yield outcomes from USPTO patents with 853,638 reactions. The task is: Predict the reaction yield, written as a fraction of the theoretical maximum amount of product (1.0 means a 100% yield; for example, 0.34 means a 34% yield). (1) The reactants are Br[C:2]1[S:3][CH:4]=[CH:5][N:6]=1.[CH2:7](N(CC)CC)[CH3:8].CC[CH2:16][CH2:17][CH2:18]C.C([O:23][CH2:24][CH3:25])(=O)C. The catalyst is COCCOC.[Cu]I.Cl[Pd](Cl)([P](C1C=CC=CC=1)(C1C=CC=CC=1)C1C=CC=CC=1)[P](C1C=CC=CC=1)(C1C=CC=CC=1)C1C=CC=CC=1. The product is [S:3]1[CH:4]=[CH:5][N:6]=[C:2]1[C:7]#[C:8][C:24]1([OH:23])[CH2:25][CH2:18][CH2:17][CH2:16]1. The yield is 0.520. (2) The reactants are Cl[C:2]1[N:7]=[C:6]([O:8][CH3:9])[N:5]=[C:4]([O:10][CH3:11])[N:3]=1.[CH:12]([C:14]1[CH:15]=[C:16](B(O)O)[CH:17]=[CH:18][CH:19]=1)=[O:13]. No catalyst specified. The product is [CH3:11][O:10][C:4]1[N:5]=[C:6]([O:8][CH3:9])[N:7]=[C:2]([C:18]2[CH:19]=[C:14]([CH:15]=[CH:16][CH:17]=2)[CH:12]=[O:13])[N:3]=1. The yield is 0.200.